From a dataset of Forward reaction prediction with 1.9M reactions from USPTO patents (1976-2016). Predict the product of the given reaction. Given the reactants [CH3:1][O:2][C:3]1[CH:4]=[C:5]([CH:8]=[CH:9][C:10]=1[N+:11]([O-:13])=[O:12])[CH:6]=O.Cl.[NH2:15][OH:16], predict the reaction product. The product is: [CH3:1][O:2][C:3]1[CH:4]=[C:5]([CH:8]=[CH:9][C:10]=1[N+:11]([O-:13])=[O:12])[CH:6]=[N:15][OH:16].